Binary Classification. Given a T-cell receptor sequence (or CDR3 region) and an epitope sequence, predict whether binding occurs between them. From a dataset of TCR-epitope binding with 47,182 pairs between 192 epitopes and 23,139 TCRs. (1) Result: 0 (the TCR does not bind to the epitope). The epitope is EILDITPCSF. The TCR CDR3 sequence is CASSPISDRSGNTIYF. (2) The epitope is FVDGVPFVV. The TCR CDR3 sequence is CASSYRGDQETQYF. Result: 0 (the TCR does not bind to the epitope). (3) The epitope is RQLLFVVEV. The TCR CDR3 sequence is CASSYSNLATHEQYF. Result: 1 (the TCR binds to the epitope). (4) The epitope is VTIAEILLI. The TCR CDR3 sequence is CASSPWTGGWYEQYF. Result: 1 (the TCR binds to the epitope). (5) The epitope is IIKDYGKQM. The TCR CDR3 sequence is CASRTSGDYEQYF. Result: 1 (the TCR binds to the epitope).